From a dataset of Full USPTO retrosynthesis dataset with 1.9M reactions from patents (1976-2016). Predict the reactants needed to synthesize the given product. (1) The reactants are: [NH2:1][CH:2]([C:23]([CH3:26])([CH3:25])[CH3:24])[C:3]([N:5]1[CH2:9][CH:8]([OH:10])[CH2:7][CH:6]1[C:11]([C:13]1[C:21]2[C:16](=[CH:17][C:18]([F:22])=[CH:19][CH:20]=2)[NH:15][CH:14]=1)=[O:12])=[O:4].[C:27]([N:37]([CH3:43])[C@H:38]([C:40](O)=[O:41])[CH3:39])([O:29][CH2:30][C:31]1[CH:36]=[CH:35][CH:34]=[CH:33][CH:32]=1)=[O:28].CN(C(ON1N=NC2C=CC=NC1=2)=[N+](C)C)C.F[P-](F)(F)(F)(F)F.CN1CCOCC1. Given the product [CH2:30]([O:29][C:27](=[O:28])[N:37]([CH:38]([C:40](=[O:41])[NH:1][CH:2]([C:3]([N:5]1[CH2:9][CH:8]([OH:10])[CH2:7][CH:6]1[C:11]([C:13]1[C:21]2[C:16](=[CH:17][C:18]([F:22])=[CH:19][CH:20]=2)[NH:15][CH:14]=1)=[O:12])=[O:4])[C:23]([CH3:26])([CH3:25])[CH3:24])[CH3:39])[CH3:43])[C:31]1[CH:36]=[CH:35][CH:34]=[CH:33][CH:32]=1, predict the reactants needed to synthesize it. (2) Given the product [O:19]=[C:18]1[C:17]2[C:12](=[CH:13][CH:14]=[CH:15][CH:16]=2)[C:11](=[O:20])[N:10]2[C@H:5]([C:3]([OH:4])=[O:2])[CH2:6][CH2:7][CH2:8][N:9]12, predict the reactants needed to synthesize it. The reactants are: C[O:2][C:3]([C@H:5]1[N:10]2[C:11](=[O:20])[C:12]3[C:17]([C:18](=[O:19])[N:9]2[CH2:8][CH2:7][CH2:6]1)=[CH:16][CH:15]=[CH:14][CH:13]=3)=[O:4].[OH-].[K+]. (3) Given the product [Cl:2][C:3]1[C:8]([F:9])=[CH:7][CH:6]=[C:5]([Cl:10])[C:4]=1[CH:11]([O:14][Si:15]([CH2:16][CH3:17])([CH2:20][CH3:21])[CH2:18][CH3:19])[CH2:12][NH2:13], predict the reactants needed to synthesize it. The reactants are: Cl.[Cl:2][C:3]1[C:8]([F:9])=[CH:7][CH:6]=[C:5]([Cl:10])[C:4]=1[CH:11]([O:14][Si:15]([CH2:20][CH3:21])([CH2:18][CH3:19])[CH2:16][CH3:17])[CH2:12][NH2:13].C([O-])(O)=O.[Na+]. (4) Given the product [CH3:5][C:4](=[CH:3][CH2:2][S:21][C:15]1[CH:16]=[C:17]([CH3:20])[CH:18]=[CH:19][C:14]=1[CH3:13])[CH3:6], predict the reactants needed to synthesize it. The reactants are: Br[CH2:2][CH:3]=[C:4]([CH3:6])[CH3:5].C(=O)([O-])[O-].[K+].[K+].[CH3:13][C:14]1[CH:19]=[CH:18][C:17]([CH3:20])=[CH:16][C:15]=1[SH:21]. (5) Given the product [Cl:42][C:37]1[CH:36]=[C:35]([N:34]=[C:33]([NH:6][CH2:7][C:8]2[CH:9]=[C:10]3[C:14](=[CH:15][CH:16]=2)[C:13](=[O:17])[N:12]([CH:18]2[CH2:23][CH2:22][C:21](=[O:24])[NH:20][C:19]2=[O:25])[CH2:11]3)[NH:54][C:50]#[N:46])[CH:40]=[CH:39][C:38]=1[CH3:41], predict the reactants needed to synthesize it. The reactants are: CS(O)(=O)=O.[NH2:6][CH2:7][C:8]1[CH:9]=[C:10]2[C:14](=[CH:15][CH:16]=1)[C:13](=[O:17])[N:12]([CH:18]1[CH2:23][CH2:22][C:21](=[O:24])[NH:20][C:19]1=[O:25])[CH2:11]2.C1(O[C:33](=O)[NH:34][C:35]2[CH:40]=[CH:39][C:38]([CH3:41])=[C:37]([Cl:42])[CH:36]=2)C=CC=CC=1.CC[N:46]([CH:50](C)C)C(C)C.C[N:54](C=O)C.